The task is: Predict the reaction yield, written as a fraction of the theoretical maximum amount of product (1.0 means a 100% yield; for example, 0.34 means a 34% yield).. This data is from Reaction yield outcomes from USPTO patents with 853,638 reactions. (1) The reactants are [Br:1][C:2]1[CH:3]=[C:4]([C:7](=[O:9])[CH3:8])[NH:5][CH:6]=1.[H-].[Na+].Cl[CH2:13][C:14](=[O:16])[CH3:15]. The catalyst is CN(C=O)C. The product is [C:7]([C:4]1[N:5]([CH2:13][C:14](=[O:16])[CH3:15])[CH:6]=[C:2]([Br:1])[CH:3]=1)(=[O:9])[CH3:8]. The yield is 0.640. (2) The reactants are [O:1]=[C:2]1[CH2:7][C:6](=O)[CH2:5][CH2:4][N:3]1[C:9]([O:11][C:12]([CH3:15])([CH3:14])[CH3:13])=[O:10].C([O-])(=O)C.[NH4+:20].Cl[CH2:22][C:23](=O)[CH3:24]. The catalyst is CCO. The product is [CH3:22][C:23]1[NH:20][C:6]2[CH2:5][CH2:4][N:3]([C:9]([O:11][C:12]([CH3:15])([CH3:14])[CH3:13])=[O:10])[C:2](=[O:1])[C:7]=2[CH:24]=1. The yield is 0.780. (3) The reactants are [CH2:1]([C:5]1[N:6]=[C:7]([CH3:27])[NH:8][C:9](=[O:26])[C:10]=1[CH2:11][C:12]1[CH:17]=[CH:16][C:15]([C:18]2[C:19]([C:24]#[N:25])=[CH:20][CH:21]=[CH:22][CH:23]=2)=[CH:14][CH:13]=1)[CH2:2][CH2:3][CH3:4].C(=O)([O-])[O-].[K+].[K+].Cl[CH2:35][C:36]1[N:40]=[C:39]([C:41]2[CH:45]=[CH:44][S:43][CH:42]=2)[O:38][N:37]=1.CN(C)C=O. The catalyst is C(OCC)(=O)C. The product is [CH2:1]([C:5]1[N:6]=[C:7]([CH3:27])[N:8]([CH2:35][C:36]2[N:40]=[C:39]([C:41]3[CH:45]=[CH:44][S:43][CH:42]=3)[O:38][N:37]=2)[C:9](=[O:26])[C:10]=1[CH2:11][C:12]1[CH:17]=[CH:16][C:15]([C:18]2[C:19]([C:24]#[N:25])=[CH:20][CH:21]=[CH:22][CH:23]=2)=[CH:14][CH:13]=1)[CH2:2][CH2:3][CH3:4]. The yield is 0.440. (4) The reactants are [F:1][C:2]1[CH:11]=[C:10]2[C:5]([CH:6]=[C:7]([C:18]3[NH:22][C:21](=[O:23])[NH:20][N:19]=3)[N:8]=[C:9]2[O:12][C@H:13]2[CH2:17][CH2:16][NH:15][CH2:14]2)=[CH:4][CH:3]=1.CC1C=CC=C(C)N=1.[C:32](Cl)(=[O:35])[CH:33]=[CH2:34]. The catalyst is C(Cl)Cl. The product is [C:32]([N:15]1[CH2:16][CH2:17][C@H:13]([O:12][C:9]2[C:10]3[C:5](=[CH:4][CH:3]=[C:2]([F:1])[CH:11]=3)[CH:6]=[C:7]([C:18]3[NH:22][C:21](=[O:23])[NH:20][N:19]=3)[N:8]=2)[CH2:14]1)(=[O:35])[CH:33]=[CH2:34]. The yield is 0.270.